From a dataset of Full USPTO retrosynthesis dataset with 1.9M reactions from patents (1976-2016). Predict the reactants needed to synthesize the given product. (1) The reactants are: [Cl:1][C:2]1[CH:7]=[CH:6][N:5]=[C:4]([NH2:8])[CH:3]=1.C(N(CC)CC)C.[CH3:16][C:17]([CH3:22])([CH3:21])[C:18](Cl)=[O:19]. Given the product [Cl:1][C:2]1[CH:7]=[CH:6][N:5]=[C:4]([NH:8][C:18](=[O:19])[C:17]([CH3:22])([CH3:21])[CH3:16])[CH:3]=1, predict the reactants needed to synthesize it. (2) Given the product [CH3:16][O:17][C:18]1[CH:19]=[CH:20][C:21]([C:2]2[CH:3]=[CH:4][C:5]3[C:9]4[CH:10]=[CH:11][C:12]([C:2]5[CH:3]=[CH:4][C:5]([O:36][CH3:33])=[CH:6][C:15]=5[C:39]5[CH:40]=[CH:10][CH:9]=[CH:8][CH:13]=5)=[CH:13][C:8]=4[S:7][C:6]=3[CH:15]=2)=[C:22]([C:24]2[CH:29]=[CH:28][CH:27]=[CH:26][CH:25]=2)[CH:23]=1, predict the reactants needed to synthesize it. The reactants are: Br[C:2]1[CH:3]=[CH:4][C:5]2[C:9]3[CH:10]=[CH:11][C:12](Br)=[CH:13][C:8]=3[S:7][C:6]=2[CH:15]=1.[CH3:16][O:17][C:18]1[CH:19]=[CH:20][C:21](B(O)O)=[C:22]([C:24]2[CH:29]=[CH:28][CH:27]=[CH:26][CH:25]=2)[CH:23]=1.[C:33]([O-:36])([O-])=O.[Na+].[Na+].[CH3:39][CH2:40]O. (3) Given the product [CH3:42][C:34]1[N:33]([CH:27]2[CH2:28][C@H:29]3[N:32]([CH2:2][CH2:3][C:4]4([C:17]5[CH:18]=[CH:19][CH:20]=[CH:21][CH:22]=5)[O:9][CH2:8][CH2:7][N:6]([C:10]([O:12][C:13]([CH3:16])([CH3:15])[CH3:14])=[O:11])[CH2:5]4)[C@H:25]([CH2:31][CH2:30]3)[CH2:26]2)[C:37]2[CH:38]=[CH:39][CH:40]=[CH:41][C:36]=2[N:35]=1, predict the reactants needed to synthesize it. The reactants are: O=[CH:2][CH2:3][C:4]1([C:17]2[CH:22]=[CH:21][CH:20]=[CH:19][CH:18]=2)[O:9][CH2:8][CH2:7][N:6]([C:10]([O:12][C:13]([CH3:16])([CH3:15])[CH3:14])=[O:11])[CH2:5]1.Cl.Cl.[C@@H:25]12[NH:32][C@@H:29]([CH2:30][CH2:31]1)[CH2:28][CH:27]([N:33]1[C:37]3[CH:38]=[CH:39][CH:40]=[CH:41][C:36]=3[N:35]=[C:34]1[CH3:42])[CH2:26]2.C(N(C(C)C)CC)(C)C.C(O[BH-](OC(=O)C)OC(=O)C)(=O)C.[Na+].